From a dataset of Reaction yield outcomes from USPTO patents with 853,638 reactions. Predict the reaction yield, written as a fraction of the theoretical maximum amount of product (1.0 means a 100% yield; for example, 0.34 means a 34% yield). The reactants are [C:1]([O:4][CH2:5][CH:6]1[CH:11]=[CH:10][C@H:9]([NH:12][C:13]2[C:18]([N+:19]([O-])=O)=[CH:17][N:16]=[C:15]3[CH:22]=[CH:23][S:24][C:14]=23)[CH2:8][O:7]1)(=[O:3])[CH3:2]. The catalyst is [Pd].CO. The product is [C:1]([O:4][CH2:5][CH:6]1[CH2:11][CH2:10][C@H:9]([NH:12][C:13]2[C:18]([NH2:19])=[CH:17][N:16]=[C:15]3[CH:22]=[CH:23][S:24][C:14]=23)[CH2:8][O:7]1)(=[O:3])[CH3:2]. The yield is 0.750.